Dataset: Human liver microsome stability data. Task: Regression/Classification. Given a drug SMILES string, predict its absorption, distribution, metabolism, or excretion properties. Task type varies by dataset: regression for continuous measurements (e.g., permeability, clearance, half-life) or binary classification for categorical outcomes (e.g., BBB penetration, CYP inhibition). Dataset: hlm. (1) The molecule is Oc1nc2c(Cl)cccc2n1C1CCN(Cc2ccccc2Cl)CC1. The result is 1 (stable in human liver microsomes). (2) The molecule is CC(C)(C)OC(=O)N[C@@H]1CC[C@@H](n2cnc3cnc4[nH]ccc4c32)C1. The result is 0 (unstable in human liver microsomes). (3) The drug is CC(=O)CCCCN1C(=O)C(CCOc2ccccc2CC(=O)O)Oc2ccccc21. The result is 0 (unstable in human liver microsomes). (4) The compound is CCc1nc2ccc(Cl)cn2c1C(=O)NCc1ccc(N2CCC(c3ccc(F)cc3)CC2)cc1. The result is 0 (unstable in human liver microsomes).